From a dataset of Forward reaction prediction with 1.9M reactions from USPTO patents (1976-2016). Predict the product of the given reaction. (1) Given the reactants N([O-])=O.[Na+].N[C:6]1[N:11]=[C:10]([CH3:12])[C:9]([Br:13])=[CH:8][CH:7]=1.[ClH:14], predict the reaction product. The product is: [Br:13][C:9]1[C:10]([CH3:12])=[N:11][C:6]([Cl:14])=[CH:7][CH:8]=1. (2) Given the reactants [Br:1][C:2]1[CH:3]=[C:4]([C:10]2[CH:15]=[CH:14][C:13]([C:16]([OH:18])=[O:17])=[CH:12][CH:11]=2)[CH:5]=[CH:6][C:7]=1[O:8][CH3:9].CN(C)C=O.[C:24](Cl)(=O)C(Cl)=O.[Cl-].[NH4+].[C:32]1([CH3:38])[CH:37]=CC=C[CH:33]=1, predict the reaction product. The product is: [Br:1][C:2]1[CH:3]=[C:4]([C:10]2[CH:15]=[CH:14][C:13]([C:16]([O:18][CH2:33][C:32]([CH3:38])([CH3:24])[CH3:37])=[O:17])=[CH:12][CH:11]=2)[CH:5]=[CH:6][C:7]=1[O:8][CH3:9].